Dataset: Forward reaction prediction with 1.9M reactions from USPTO patents (1976-2016). Task: Predict the product of the given reaction. (1) Given the reactants [OH:1][CH2:2][CH2:3][NH:4]C(=O)[O-].[Cl-].[NH4+].CC1C=CC(S(O[C@H:21]2[CH2:25][O:24][C@@H:23]3[C@@H](Br)CO[C@H:22]23)(=O)=O)=CC=1.N, predict the reaction product. The product is: [NH2:4][CH2:3][C@H:2]([C@@H:23]1[CH:22]=[CH:21][CH2:25][O:24]1)[OH:1]. (2) Given the reactants COC(C1C=C(NS(C2C=CC(C)=CC=2)(=O)=O)C2C(=C(OCC3C=CC=CC=3)C=CC=2)N=1)=O.[CH3:34][O:35][C:36]([C:38]1[CH:47]=[C:46]([C:48]2[CH:53]=[CH:52][CH:51]=[CH:50][CH:49]=2)[C:45]2[C:40](=[C:41]([N+:54]([O-])=O)[CH:42]=[CH:43][CH:44]=2)[N:39]=1)=[O:37], predict the reaction product. The product is: [CH3:34][O:35][C:36]([C:38]1[CH:47]=[C:46]([C:48]2[CH:53]=[CH:52][CH:51]=[CH:50][CH:49]=2)[C:45]2[C:40](=[C:41]([NH2:54])[CH:42]=[CH:43][CH:44]=2)[N:39]=1)=[O:37]. (3) Given the reactants [C-:1]#[N:2].[K+].Br[CH2:5][C:6]1[CH:11]=[CH:10][CH:9]=[CH:8][C:7]=1[CH2:12][C:13]1[CH:18]=[CH:17][CH:16]=[CH:15][CH:14]=1, predict the reaction product. The product is: [C:13]1([CH2:12][C:7]2[CH:8]=[CH:9][CH:10]=[CH:11][C:6]=2[CH2:5][C:1]#[N:2])[CH:18]=[CH:17][CH:16]=[CH:15][CH:14]=1. (4) Given the reactants [Br:1][C:2]1[C:3]([O:38][C:39]2[CH:44]=[CH:43][C:42]([S:45]([CH3:48])(=[O:47])=[O:46])=[CH:41][CH:40]=2)=[N:4][C:5]2[N:6]([N:25]=[CH:26][C:27]=2[C:28]2[CH:29]=[N:30][C:31]3[C:36]([CH:37]=2)=[CH:35][CH:34]=[CH:33][CH:32]=3)[C:7]=1[N:8](COCC[Si](C)(C)C)COCC[Si](C)(C)C.C(O)(C(F)(F)F)=O.O, predict the reaction product. The product is: [Br:1][C:2]1[C:3]([O:38][C:39]2[CH:40]=[CH:41][C:42]([S:45]([CH3:48])(=[O:47])=[O:46])=[CH:43][CH:44]=2)=[N:4][C:5]2[N:6]([N:25]=[CH:26][C:27]=2[C:28]2[CH:29]=[N:30][C:31]3[C:36]([CH:37]=2)=[CH:35][CH:34]=[CH:33][CH:32]=3)[C:7]=1[NH2:8]. (5) Given the reactants [N+:1]([C:4]1[CH:12]=[CH:11][C:7]2[NH:8][CH:9]=[N:10][C:6]=2[CH:5]=1)([O-])=O, predict the reaction product. The product is: [NH:8]1[C:7]2[CH:11]=[CH:12][C:4]([NH2:1])=[CH:5][C:6]=2[N:10]=[CH:9]1. (6) Given the reactants [CH2:1]([O:8][C:9]1[CH:10]=[C:11]2[C:15](=[CH:16][CH:17]=1)[NH:14][CH:13]=[CH:12]2)[C:2]1[CH:7]=[CH:6][CH:5]=[CH:4][CH:3]=1.[H-].[Na+].O.[CH3:21]N(C=O)C, predict the reaction product. The product is: [CH2:1]([O:8][C:9]1[CH:10]=[C:11]2[C:15](=[CH:16][CH:17]=1)[N:14]([CH3:21])[CH:13]=[CH:12]2)[C:2]1[CH:3]=[CH:4][CH:5]=[CH:6][CH:7]=1. (7) Given the reactants [CH2:1]=[O:2].[OH-].[Na+].[CH:5]1([CH:11]=[O:12])[CH2:10][CH2:9][CH:8]=[CH:7][CH2:6]1, predict the reaction product. The product is: [OH:12][CH2:11][C:5]1([CH2:1][OH:2])[CH2:10][CH2:9][CH:8]=[CH:7][CH2:6]1.